The task is: Predict which catalyst facilitates the given reaction.. This data is from Catalyst prediction with 721,799 reactions and 888 catalyst types from USPTO. Reactant: [CH2:1]([NH:5][C:6]1[CH:11]=[CH:10][C:9]([C:12]2[O:13][C:14]3[CH:20]=[CH:19][CH:18]=[CH:17][C:15]=3[N:16]=2)=[CH:8][C:7]=1[N+:21]([O-])=O)[CH2:2][CH2:3][CH3:4].[H][H]. Product: [CH2:1]([NH:5][C:6]1[CH:11]=[CH:10][C:9]([C:12]2[O:13][C:14]3[CH:20]=[CH:19][CH:18]=[CH:17][C:15]=3[N:16]=2)=[CH:8][C:7]=1[NH2:21])[CH2:2][CH2:3][CH3:4]. The catalyst class is: 481.